Task: Predict the reactants needed to synthesize the given product.. Dataset: Full USPTO retrosynthesis dataset with 1.9M reactions from patents (1976-2016) (1) Given the product [F:37][C:38]([F:51])([F:50])[S:39]([O:1][C:2]1[CH:7]=[CH:6][C:5]([C:8]2([C:16]3[CH:17]=[C:18]([C:22]4[CH:27]=[CH:26][CH:25]=[C:24]([O:28][CH3:29])[CH:23]=4)[CH:19]=[CH:20][CH:21]=3)[C:9](=[O:15])[N:10]([CH3:14])[C:11](=[S:13])[NH:12]2)=[CH:4][CH:3]=1)(=[O:41])=[O:40], predict the reactants needed to synthesize it. The reactants are: [OH:1][C:2]1[CH:7]=[CH:6][C:5]([C:8]2([C:16]3[CH:17]=[C:18]([C:22]4[CH:27]=[CH:26][CH:25]=[C:24]([O:28][CH3:29])[CH:23]=4)[CH:19]=[CH:20][CH:21]=3)[NH:12][C:11](=[S:13])[N:10]([CH3:14])[C:9]2=[O:15])=[CH:4][CH:3]=1.C(N(CC)CC)C.[F:37][C:38]([F:51])([F:50])[S:39](O[S:39]([C:38]([F:51])([F:50])[F:37])(=[O:41])=[O:40])(=[O:41])=[O:40]. (2) The reactants are: [CH:1]1([CH2:6][C@H:7]([N:11]2[CH2:19][C:18]3[C:13](=[CH:14][CH:15]=[CH:16][C:17]=3[C:20]([F:23])([F:22])[F:21])[C:12]2=[O:24])[C:8](O)=[O:9])[CH2:5][CH2:4][CH2:3][CH2:2]1.C(Cl)(=O)C(Cl)=O.[CH3:31][C:32]1([CH3:44])[O:36][C@@H:35]([C:37]2[N:38]=[CH:39][C:40]([NH2:43])=[N:41][CH:42]=2)[CH2:34][O:33]1.N1C(C)=CC=CC=1C. Given the product [CH:1]1([CH2:6][C@H:7]([N:11]2[CH2:19][C:18]3[C:13](=[CH:14][CH:15]=[CH:16][C:17]=3[C:20]([F:21])([F:22])[F:23])[C:12]2=[O:24])[C:8]([NH:43][C:40]2[CH:39]=[N:38][C:37]([C@H:35]3[CH2:34][O:33][C:32]([CH3:44])([CH3:31])[O:36]3)=[CH:42][N:41]=2)=[O:9])[CH2:2][CH2:3][CH2:4][CH2:5]1, predict the reactants needed to synthesize it. (3) Given the product [C:55]([N:56]1[CH2:57][CH2:59][C@@H:62]([N:14]([CH3:15])[S:11]([C:4]2[CH:5]=[C:6]([O:9][CH3:10])[CH:7]=[CH:8][C:3]=2[O:2][CH3:1])(=[O:12])=[O:13])[CH2:60]1)#[N:65], predict the reactants needed to synthesize it. The reactants are: [CH3:1][O:2][C:3]1[CH:8]=[CH:7][C:6]([O:9][CH3:10])=[CH:5][C:4]=1[S:11]([NH:14][C@@H:15]1CCN(C(OC(C)(C)C)=O)C1)(=[O:13])=[O:12].C([O-])([O-])=O.[K+].[K+].BrC.C1C=CC(P(C2C=CC=CC=2)C2C=CC=CC=2)=CC=1.C[CH2:55][N:56]([CH:60]([CH3:62])C)[CH:57]([CH3:59])C.BrC#[N:65].C(O)C(N)(CO)CO.